From a dataset of Catalyst prediction with 721,799 reactions and 888 catalyst types from USPTO. Predict which catalyst facilitates the given reaction. (1) Reactant: [Cl:1][C:2]1[CH:3]=[C:4]([CH:8]2[O:12][C:11]([CH3:14])([CH3:13])[O:10][C:9]2=[O:15])[CH:5]=[CH:6][CH:7]=1.[CH2:16]1[CH2:20]OC[CH2:17]1.[Li+].C[Si]([N-][Si](C)(C)C)(C)C.C(Br)C#C. Product: [Cl:1][C:2]1[CH:3]=[C:4]([C:8]2([CH2:20][C:16]#[CH:17])[O:12][C:11]([CH3:13])([CH3:14])[O:10][C:9]2=[O:15])[CH:5]=[CH:6][CH:7]=1. The catalyst class is: 11. (2) Reactant: [CH3:1][O:2][C:3](=[O:17])[CH2:4][C:5]1[CH:10]=[CH:9][CH:8]=[C:7]([O:11][CH2:12][CH2:13][C@@H:14]([OH:16])[CH3:15])[CH:6]=1.C(N(CC)CC)C.[C:25]1([CH3:35])[CH:30]=[CH:29][C:28]([S:31](Cl)(=[O:33])=[O:32])=[CH:27][CH:26]=1.O. Product: [CH3:1][O:2][C:3](=[O:17])[CH2:4][C:5]1[CH:10]=[CH:9][CH:8]=[C:7]([O:11][CH2:12][CH2:13][C@@H:14]([O:16][S:31]([C:28]2[CH:29]=[CH:30][C:25]([CH3:35])=[CH:26][CH:27]=2)(=[O:33])=[O:32])[CH3:15])[CH:6]=1. The catalyst class is: 665. (3) Reactant: [Br:1][C:2]1[CH:7]=[CH:6][C:5]([C:8]2[N:9]=[C:10]([NH:13][C:14](=[O:17])[CH2:15][OH:16])[S:11][CH:12]=2)=[CH:4][CH:3]=1.CO[C:20](OC)([CH3:22])[CH3:21].O.C1(C)C=CC(S(O)(=O)=O)=CC=1. Product: [Br:1][C:2]1[CH:3]=[CH:4][C:5]([C:8]2[N:9]=[C:10]([N:13]3[C:14](=[O:17])[CH2:15][O:16][C:20]3([CH3:22])[CH3:21])[S:11][CH:12]=2)=[CH:6][CH:7]=1. The catalyst class is: 11. (4) Reactant: Cl.C(OCC)(=O)C.C(Cl)[Cl:9].[O:11]=[C:12]1[N:16]([C:17]2[CH:26]=[C:25]3[C:20]([CH:21]=[C:22]([C:28]4[CH:33]=[CH:32][CH:31]=[CH:30][C:29]=4[C:34]([F:37])([F:36])[F:35])[NH:23][C:24]3=[O:27])=[CH:19][CH:18]=2)[CH2:15][C@H:14]([CH2:38][O:39][C:40](=[O:51])[CH2:41][N:42](C(OC(C)(C)C)=O)[CH3:43])[O:13]1. Product: [ClH:9].[O:11]=[C:12]1[N:16]([C:17]2[CH:26]=[C:25]3[C:20]([CH:21]=[C:22]([C:28]4[CH:33]=[CH:32][CH:31]=[CH:30][C:29]=4[C:34]([F:37])([F:35])[F:36])[NH:23][C:24]3=[O:27])=[CH:19][CH:18]=2)[CH2:15][C@H:14]([CH2:38][O:39][C:40](=[O:51])[CH2:41][NH:42][CH3:43])[O:13]1. The catalyst class is: 28. (5) Reactant: [O:1]1[CH:5]=[CH:4][CH:3]=[C:2]1[C:6]1[CH:37]=[CH:36][CH:35]=[CH:34][C:7]=1[C:8]([NH:10][C:11]1[CH:16]=[CH:15][C:14]([N:17]2[CH2:22][CH2:21][N:20]([CH:23]([C:28]3[CH:33]=[CH:32][CH:31]=[CH:30][CH:29]=3)[C:24]([O:26]C)=[O:25])[CH2:19][CH2:18]2)=[CH:13][CH:12]=1)=[O:9].[OH-].[K+]. Product: [O:1]1[CH:5]=[CH:4][CH:3]=[C:2]1[C:6]1[CH:37]=[CH:36][CH:35]=[CH:34][C:7]=1[C:8]([NH:10][C:11]1[CH:12]=[CH:13][C:14]([N:17]2[CH2:22][CH2:21][N:20]([CH:23]([C:28]3[CH:29]=[CH:30][CH:31]=[CH:32][CH:33]=3)[C:24]([OH:26])=[O:25])[CH2:19][CH2:18]2)=[CH:15][CH:16]=1)=[O:9]. The catalyst class is: 32. (6) Reactant: [C:1](Cl)([CH3:3])=O.[CH3:5][O:6][C:7]1[C:8]([CH2:17][N:18]2[CH2:23][CH2:22][C@@H:21]([CH3:24])[CH2:20][C@H:19]2[C:25]2[CH:33]=[CH:32][C:28]([C:29]([OH:31])=[O:30])=[CH:27][CH:26]=2)=[C:9]2[C:13](=[C:14]([CH3:16])[CH:15]=1)[NH:12][CH:11]=[CH:10]2. Product: [CH3:5][O:6][C:7]1[C:8]([CH2:17][N:18]2[CH2:23][CH2:22][C@@H:21]([CH3:24])[CH2:20][C@H:19]2[C:25]2[CH:26]=[CH:27][C:28]([C:29]([O:31][CH2:1][CH3:3])=[O:30])=[CH:32][CH:33]=2)=[C:9]2[C:13](=[C:14]([CH3:16])[CH:15]=1)[NH:12][CH:11]=[CH:10]2. The catalyst class is: 14. (7) Reactant: CN1CCOCC1.[CH:8]1([CH2:13][C@H:14]([CH2:35][N:36]([CH:45]=[O:46])[O:37][CH2:38][C:39]2[CH:44]=[CH:43][CH:42]=[CH:41][CH:40]=2)[C:15]([N:17]2[C@H:21]([C:22](O)=[O:23])[CH2:20][CH2:19][N:18]2[C:25](OCC2C=CC=CC=2)=O)=[O:16])[CH2:12][CH2:11][CH2:10][CH2:9]1.COC1N=C(OC)N=C([N+]2(C)CCOCC2)N=1.[CH3:64][O:65][C:66]1[C:67]([NH2:72])=[N:68][CH:69]=[CH:70][N:71]=1. Product: [CH:8]1([CH2:13][C@H:14]([CH2:35][N:36]([CH:45]=[O:46])[O:37][CH2:38][C:39]2[CH:44]=[CH:43][CH:42]=[CH:41][CH:40]=2)[C:15]([N:17]2[C@H:21]([C:22]([NH:72][C:67]3[C:66]([O:65][CH3:64])=[N:71][CH:70]=[CH:69][N:68]=3)=[O:23])[CH2:20][CH2:19][N:18]2[CH3:25])=[O:16])[CH2:9][CH2:10][CH2:11][CH2:12]1. The catalyst class is: 444.